From a dataset of Full USPTO retrosynthesis dataset with 1.9M reactions from patents (1976-2016). Predict the reactants needed to synthesize the given product. Given the product [CH2:6]([O:5][C:3]([C:2]1[N:11]2[CH:12]=[C:13]([CH3:15])[CH:14]=[C:9]([Br:8])[C:10]2=[N:16][C:17]=1[S:18][CH3:19])=[O:4])[CH3:7], predict the reactants needed to synthesize it. The reactants are: Br[CH2:2][C:3]([O:5][CH2:6][CH3:7])=[O:4].[Br:8][C:9]1[C:10]([N:16]=[C:17](SC)[S:18][CH3:19])=[N:11][CH:12]=[C:13]([CH3:15])[CH:14]=1.C(N(CC)CC)C.